Dataset: Forward reaction prediction with 1.9M reactions from USPTO patents (1976-2016). Task: Predict the product of the given reaction. (1) Given the reactants [CH3:1][C:2]([CH3:15])([CH2:6][O:7][Si:8]([CH3:14])([CH3:13])[C:9]([CH3:12])([CH3:11])[CH3:10])[C:3]([OH:5])=[O:4].C1(N=C=NC2CCCCC2)CCCCC1.O[CH2:32][CH2:33][N:34]1[CH2:39][CH2:38][O:37][CH2:36][CH2:35]1, predict the reaction product. The product is: [CH3:1][C:2]([CH3:15])([CH2:6][O:7][Si:8]([CH3:14])([CH3:13])[C:9]([CH3:10])([CH3:12])[CH3:11])[C:3]([O:5][CH2:32][CH2:33][N:34]1[CH2:39][CH2:38][O:37][CH2:36][CH2:35]1)=[O:4]. (2) Given the reactants Br[C:2]1[CH:3]=[C:4]([NH:10][C:11]2[CH:21]=[CH:20][C:14]([C:15]([N:17]([CH3:19])[CH3:18])=[O:16])=[CH:13][N:12]=2)[C:5](=[O:9])[N:6]([CH3:8])[CH:7]=1.[B:22]1([B:22]2[O:26][C:25]([CH3:28])([CH3:27])[C:24]([CH3:30])([CH3:29])[O:23]2)[O:26][C:25]([CH3:28])([CH3:27])[C:24]([CH3:30])([CH3:29])[O:23]1.C([O-])(=O)C.[K+].CC(C1C=C(C(C)C)C(C2C=CC=CC=2P(C2CCCCC2)C2CCCCC2)=C(C(C)C)C=1)C, predict the reaction product. The product is: [CH3:18][N:17]([CH3:19])[C:15](=[O:16])[C:14]1[CH:20]=[CH:21][C:11]([NH:10][C:4]2[C:5](=[O:9])[N:6]([CH3:8])[CH:7]=[C:2]([B:22]3[O:26][C:25]([CH3:28])([CH3:27])[C:24]([CH3:30])([CH3:29])[O:23]3)[CH:3]=2)=[N:12][CH:13]=1. (3) Given the reactants [OH:1][CH2:2][C:3]1[C:13]2[CH:12]=[CH:11][C:10]3[CH:14]=[CH:15][CH:16]=[C:17]([I:18])[C:9]=3[CH:8]([OH:19])[C:7]=2[CH:6]=[CH:5][CH:4]=1.[C:20](OC(=O)C)(=[O:22])[CH3:21], predict the reaction product. The product is: [C:20]([O:1][CH2:2][C:3]1[C:13]2[CH:12]=[CH:11][C:10]3[CH:14]=[CH:15][CH:16]=[C:17]([I:18])[C:9]=3[CH:8]([OH:19])[C:7]=2[CH:6]=[CH:5][CH:4]=1)(=[O:22])[CH3:21]. (4) Given the reactants [CH2:1]([C:3]1[CH:8]=[CH:7][CH:6]=[C:5]([CH2:9][CH3:10])[C:4]=1[NH:11][C:12]([C:14]1[C:15]2[CH2:23][CH2:22][CH2:21][CH2:20][C:19](=[O:24])[C:16]=2[NH:17][N:18]=1)=[O:13])[CH3:2].[CH3:25]N(C=O)C.CI, predict the reaction product. The product is: [CH2:1]([C:3]1[CH:8]=[CH:7][CH:6]=[C:5]([CH2:9][CH3:10])[C:4]=1[NH:11][C:12]([C:14]1[C:15]2[CH2:23][CH2:22][CH2:21][CH2:20][C:19](=[O:24])[C:16]=2[N:17]([CH3:25])[N:18]=1)=[O:13])[CH3:2].